This data is from Catalyst prediction with 721,799 reactions and 888 catalyst types from USPTO. The task is: Predict which catalyst facilitates the given reaction. (1) Reactant: FC(F)(F)C(O)=O.[C:8]([N:11]1[C:20]2[C:15](=[C:16]([O:39][CH2:40][CH2:41][CH3:42])[C:17]([C:21]3[CH:22]=[N:23][N:24]([CH:26]4[CH2:31][CH2:30][N:29](C(OC(C)(C)C)=O)[CH2:28][CH2:27]4)[CH:25]=3)=[CH:18][CH:19]=2)[CH2:14][CH2:13][C@@H:12]1[CH3:43])(=[O:10])[CH3:9]. Product: [CH3:43][C@H:12]1[CH2:13][CH2:14][C:15]2[C:20](=[CH:19][CH:18]=[C:17]([C:21]3[CH:22]=[N:23][N:24]([CH:26]4[CH2:27][CH2:28][NH:29][CH2:30][CH2:31]4)[CH:25]=3)[C:16]=2[O:39][CH2:40][CH2:41][CH3:42])[N:11]1[C:8](=[O:10])[CH3:9]. The catalyst class is: 4. (2) Reactant: [NH2:1][C:2]1[S:3][CH:4]=[CH:5][N:6]=1.O.O.O.[F:10][C:11]([F:19])([F:18])[C:12]([C:14]([F:17])([F:16])[F:15])=[O:13]. Product: [NH2:1][C:2]1[S:3][C:4]([C:12]([OH:13])([C:14]([F:17])([F:16])[F:15])[C:11]([F:19])([F:18])[F:10])=[CH:5][N:6]=1. The catalyst class is: 13. (3) Reactant: [Cl:1][C:2]1[CH:21]=[CH:20][C:5]([CH2:6][NH:7][C:8]2[CH:9]=[C:10]([CH:17]=[CH:18][CH:19]=2)[C:11]([NH:13][CH:14]([CH3:16])[CH3:15])=[O:12])=[CH:4][CH:3]=1.C(N(C(C)C)CC)(C)C.[CH3:31][N:32]1[C:36]([S:37](Cl)(=[O:39])=[O:38])=[CH:35][CH:34]=[N:33]1. Product: [Cl:1][C:2]1[CH:21]=[CH:20][C:5]([CH2:6][N:7]([S:37]([C:36]2[N:32]([CH3:31])[N:33]=[CH:34][CH:35]=2)(=[O:39])=[O:38])[C:8]2[CH:9]=[C:10]([CH:17]=[CH:18][CH:19]=2)[C:11]([NH:13][CH:14]([CH3:16])[CH3:15])=[O:12])=[CH:4][CH:3]=1. The catalyst class is: 46. (4) Reactant: [CH3:1][C:2]1[S:6][C:5]([C:7]2[CH:8]=[C:9]3[C:14](=[C:15]([O:17]COCC[Si](C)(C)C)[CH:16]=2)[N:13]=[CH:12][N:11](COCC[Si](C)(C)C)[C:10]3=[O:34])=[N:4][CH:3]=1.C(O)=O. Product: [OH:17][C:15]1[CH:16]=[C:7]([C:5]2[S:6][C:2]([CH3:1])=[CH:3][N:4]=2)[CH:8]=[C:9]2[C:14]=1[N:13]=[CH:12][NH:11][C:10]2=[O:34]. The catalyst class is: 6. (5) Reactant: [CH2:1]([O:8][C:9]([NH:11][C:12]1[CH:29]=[CH:28][C:15]2[CH2:16][N:17](C(OC(C)(C)C)=O)[CH2:18][CH2:19][CH2:20][C:14]=2[CH:13]=1)=[O:10])[C:2]1[CH:7]=[CH:6][CH:5]=[CH:4][CH:3]=1.C(O)(C(F)(F)F)=O. Product: [CH2:16]1[C:15]2[CH:28]=[CH:29][C:12]([NH:11][C:9](=[O:10])[O:8][CH2:1][C:2]3[CH:3]=[CH:4][CH:5]=[CH:6][CH:7]=3)=[CH:13][C:14]=2[CH2:20][CH2:19][CH2:18][NH:17]1. The catalyst class is: 2. (6) Product: [F:1][C:2]1[CH:7]=[CH:6][C:5]([CH2:8][C:17]([C:12]2[CH:13]=[CH:14][CH:15]=[CH:16][N:11]=2)=[O:19])=[CH:4][CH:3]=1. Reactant: [F:1][C:2]1[CH:7]=[CH:6][C:5]([CH2:8]C#N)=[CH:4][CH:3]=1.[N:11]1[CH:16]=[CH:15][CH:14]=[CH:13][C:12]=1[C:17]([O:19]CC)=O.[O-]CC.[Na+].Cl. The catalyst class is: 8.